This data is from NCI-60 drug combinations with 297,098 pairs across 59 cell lines. The task is: Regression. Given two drug SMILES strings and cell line genomic features, predict the synergy score measuring deviation from expected non-interaction effect. (1) Drug 1: CC1C(C(CC(O1)OC2CC(CC3=C2C(=C4C(=C3O)C(=O)C5=C(C4=O)C(=CC=C5)OC)O)(C(=O)C)O)N)O.Cl. Drug 2: CCC1(C2=C(COC1=O)C(=O)N3CC4=CC5=C(C=CC(=C5CN(C)C)O)N=C4C3=C2)O.Cl. Cell line: KM12. Synergy scores: CSS=27.5, Synergy_ZIP=-8.36, Synergy_Bliss=-6.44, Synergy_Loewe=-2.64, Synergy_HSA=-1.99. (2) Drug 1: C1=CC(=CC=C1CCC2=CNC3=C2C(=O)NC(=N3)N)C(=O)NC(CCC(=O)O)C(=O)O. Drug 2: CC(CN1CC(=O)NC(=O)C1)N2CC(=O)NC(=O)C2. Cell line: MCF7. Synergy scores: CSS=36.1, Synergy_ZIP=-5.96, Synergy_Bliss=-5.54, Synergy_Loewe=-2.48, Synergy_HSA=0.945.